Dataset: Full USPTO retrosynthesis dataset with 1.9M reactions from patents (1976-2016). Task: Predict the reactants needed to synthesize the given product. (1) The reactants are: [CH:1]1([C:4]2[CH:9]=[CH:8][C:7]([N:10]3[CH2:14][CH2:13][C:12]4([CH2:19][CH2:18][NH:17][CH2:16][CH2:15]4)[C:11]3=[O:20])=[CH:6][CH:5]=2)[CH2:3][CH2:2]1.[C:21]1([CH:27]2[CH2:29][O:28]2)[CH:26]=[CH:25][CH:24]=[CH:23][CH:22]=1.CCN(CC)CC. Given the product [CH:1]1([C:4]2[CH:9]=[CH:8][C:7]([N:10]3[CH2:14][CH2:13][C:12]4([CH2:19][CH2:18][N:17]([CH2:29][CH:27]([OH:28])[C:21]5[CH:26]=[CH:25][CH:24]=[CH:23][CH:22]=5)[CH2:16][CH2:15]4)[C:11]3=[O:20])=[CH:6][CH:5]=2)[CH2:3][CH2:2]1, predict the reactants needed to synthesize it. (2) Given the product [CH:2]1([CH2:1][C:4]2[CH:5]=[C:6]([CH:11]=[CH:12][CH:13]=2)[C:7]([O:9][CH3:10])=[O:8])[CH2:15][CH2:3]1, predict the reactants needed to synthesize it. The reactants are: [CH2:1]([C:4]1[CH:5]=[C:6]([CH:11]=[CH:12][CH:13]=1)[C:7]([O:9][CH3:10])=[O:8])[CH:2]=[CH2:3].I[CH2:15]Cl.C([Zn]CC)C. (3) Given the product [NH:1]1[C:9]2[C:4](=[CH:5][CH:6]=[CH:7][CH:8]=2)[C:3](/[CH:10]=[CH:11]/[C:12]2[CH:17]=[CH:16][CH:15]=[CH:14][C:13]=2[N:18]2[CH:21]=[CH:25][C:24]([CH:23]=[O:22])=[CH:26]2)=[N:2]1, predict the reactants needed to synthesize it. The reactants are: [NH:1]1[C:9]2[C:4](=[CH:5][CH:6]=[CH:7][CH:8]=2)[C:3](/[CH:10]=[CH:11]/[C:12]2[CH:17]=[CH:16][CH:15]=[CH:14][C:13]=2[NH2:18])=[N:2]1.CO[CH:21]1[CH2:25][CH:24]([CH:26]=O)[CH:23](OC)[O:22]1.O. (4) Given the product [CH:23]1([N:9]([CH:6]2[CH2:5][CH2:4][N:3]([C:1]3[O:26][N:27]=[C:28]([CH2:29][CH2:30][CH3:31])[N:2]=3)[CH2:8][CH2:7]2)[C:10]([C:12]2[CH:17]=[N:16][C:15]([N:18]3[CH:22]=[CH:21][N:20]=[CH:19]3)=[N:14][CH:13]=2)=[O:11])[CH2:25][CH2:24]1, predict the reactants needed to synthesize it. The reactants are: [C:1]([N:3]1[CH2:8][CH2:7][CH:6]([N:9]([CH:23]2[CH2:25][CH2:24]2)[C:10]([C:12]2[CH:13]=[N:14][C:15]([N:18]3[CH:22]=[CH:21][N:20]=[CH:19]3)=[N:16][CH:17]=2)=[O:11])[CH2:5][CH2:4]1)#[N:2].[OH:26][NH:27][C:28](=N)[CH2:29][CH2:30][CH3:31]. (5) The reactants are: [C:1]123[CH2:14][S:11](=[O:13])(=[O:12])[NH:10][C@H:2]1[CH2:3][CH:4]([C:7]2([CH3:9])[CH3:8])[CH2:5][CH2:6]3.[Li][CH2:16][CH2:17][CH2:18][CH3:19].[C:20](Cl)(=[O:28])[CH2:21]/[CH:22]=[CH:23]/[CH2:24][C:25](Cl)=[O:26].C(=O)=O.[CH3:33][C:34]([CH3:36])=O.[CH2:37]1[CH2:41]OC[CH2:38]1. Given the product [CH3:33][C:34]1([CH3:36])[CH:38]2[CH2:37][CH2:41][C:17]31[C@H:18]([CH2:19]2)[N:10]([C:20](=[O:28])[CH2:21]/[CH:22]=[CH:23]/[CH2:24][C:25]([N:10]1[C@H:2]2[CH2:3][CH:4]4[C:7]([CH3:9])([CH3:8])[C:1]2([CH2:6][CH2:5]4)[CH2:14][S:11]1(=[O:13])=[O:12])=[O:26])[S:11](=[O:13])(=[O:12])[CH2:16]3, predict the reactants needed to synthesize it. (6) Given the product [C:16]([Si:20]([CH3:50])([CH3:49])[O:21][CH:22]([C:45]([CH3:48])([CH3:47])[CH3:46])[CH2:23][CH2:24][C:25]1[CH:30]=[CH:29][C:28]([C:31]([C:36]2[CH:41]=[CH:40][C:39]([O:6][S:3]([C:2]([F:15])([F:14])[F:1])(=[O:5])=[O:4])=[C:38]([CH3:43])[CH:37]=2)([CH2:32][CH3:33])[CH2:34][CH3:35])=[CH:27][C:26]=1[CH3:44])([CH3:17])([CH3:19])[CH3:18], predict the reactants needed to synthesize it. The reactants are: [F:1][C:2]([F:15])([F:14])[S:3]([O:6]S(C(F)(F)F)(=O)=O)(=[O:5])=[O:4].[C:16]([Si:20]([CH3:50])([CH3:49])[O:21][CH:22]([C:45]([CH3:48])([CH3:47])[CH3:46])[CH2:23][CH2:24][C:25]1[CH:30]=[CH:29][C:28]([C:31]([C:36]2[CH:41]=[CH:40][C:39](O)=[C:38]([CH3:43])[CH:37]=2)([CH2:34][CH3:35])[CH2:32][CH3:33])=[CH:27][C:26]=1[CH3:44])([CH3:19])([CH3:18])[CH3:17].N1C=CC=CC=1.[Cl-].[NH4+]. (7) The reactants are: [C:1]1([C:15]2[CH:20]=[CH:19][CH:18]=[CH:17][CH:16]=2)[CH:6]=[CH:5][CH:4]=[C:3]([O:7][CH2:8][C@H:9]2[O:14][CH2:13][CH2:12][NH:11][CH2:10]2)[CH:2]=1.C(N(CC)CC)C.[Cl:28][C:29]1[CH:30]=[C:31]2[C:35](=[CH:36][CH:37]=1)[N:34]([S:38]([C:41]1[CH:46]=[CH:45][CH:44]=[CH:43][CH:42]=1)(=[O:40])=[O:39])[C:33]([C:47]([O:49][CH2:50][CH3:51])=[O:48])=[C:32]2[S:52](Cl)(=[O:54])=[O:53]. Given the product [C:1]1([C:15]2[CH:20]=[CH:19][CH:18]=[CH:17][CH:16]=2)[CH:6]=[CH:5][CH:4]=[C:3]([O:7][CH2:8][C@@H:9]2[CH2:10][N:11]([S:52]([C:32]3[C:31]4[C:35](=[CH:36][CH:37]=[C:29]([Cl:28])[CH:30]=4)[N:34]([S:38]([C:41]4[CH:46]=[CH:45][CH:44]=[CH:43][CH:42]=4)(=[O:40])=[O:39])[C:33]=3[C:47]([O:49][CH2:50][CH3:51])=[O:48])(=[O:54])=[O:53])[CH2:12][CH2:13][O:14]2)[CH:2]=1, predict the reactants needed to synthesize it.